From a dataset of Reaction yield outcomes from USPTO patents with 853,638 reactions. Predict the reaction yield, written as a fraction of the theoretical maximum amount of product (1.0 means a 100% yield; for example, 0.34 means a 34% yield). (1) The reactants are [NH2:1][CH2:2][C@@H:3]([C:8]1[CH:9]=[CH:10][C:11]([Cl:20])=[C:12]([CH:14]([CH3:19])[CH2:15][C:16](O)=O)[CH:13]=1)[CH2:4][C:5]([OH:7])=[O:6].Cl.NC[C@@H:24](C1C=CC(Cl)=C(C2C=CC=[C:24]([CH2:25][C:26]([OH:28])=[O:27])C=2)C=1)[CH2:25][C:26]([OH:28])=[O:27]. The catalyst is CO.[Pd]. The product is [ClH:20].[NH2:1][CH2:2][C@@H:3]([C:8]1[CH:13]=[C:12]([C:14]2[CH:19]=[C:25]([CH:24]=[CH:16][CH:15]=2)[C:26]([OH:28])=[O:27])[CH:11]=[CH:10][CH:9]=1)[CH2:4][C:5]([OH:7])=[O:6]. The yield is 0.330. (2) The reactants are [CH3:1][N:2]([CH3:17])[C:3]([C:5]1[CH:6]=[C:7](Br)[C:8]2[O:12][CH2:11][C:10]([CH3:14])([CH3:13])[C:9]=2[CH:15]=1)=[O:4].C(N(CC)CC)C.C1(P(C2CCCCC2)C2C=CC=CC=2C2C=CC=CC=2)CCCCC1.[B]1OC(C)(C)C(C)(C)O1.Br[C:60]1[CH:61]=[C:62]([CH:65]=[CH:66][C:67]=1[O:68][C:69]([F:72])([F:71])[F:70])[CH:63]=[O:64]. The catalyst is O1CCOCC1.C(OCC)(=O)C.CC([O-])=O.CC([O-])=O.[Pd+2].O. The product is [CH3:1][N:2]([CH3:17])[C:3]([C:5]1[CH:6]=[C:7]([C:60]2[CH:61]=[C:62]([CH:63]=[O:64])[CH:65]=[CH:66][C:67]=2[O:68][C:69]([F:70])([F:72])[F:71])[C:8]2[O:12][CH2:11][C:10]([CH3:14])([CH3:13])[C:9]=2[CH:15]=1)=[O:4]. The yield is 0.500. (3) The reactants are [Br:1][C:2]1[CH:7]=[CH:6][C:5](I)=[CH:4][CH:3]=1.C([Li])CCC.[O:14]=[C:15]1[CH2:20][CH2:19][N:18]([C:21]([O:23][C:24]([CH3:27])([CH3:26])[CH3:25])=[O:22])[CH2:17][CH2:16]1. The catalyst is O1CCCC1. The product is [Br:1][C:2]1[CH:7]=[CH:6][C:5]([C:15]2([OH:14])[CH2:16][CH2:17][N:18]([C:21]([O:23][C:24]([CH3:26])([CH3:25])[CH3:27])=[O:22])[CH2:19][CH2:20]2)=[CH:4][CH:3]=1. The yield is 0.850. (4) The yield is 0.880. The reactants are C(=O)([O-])[O-].[K+].[K+].[NH2:7][C:8]1[C:21]([Cl:22])=[CH:20][C:19]([Cl:23])=[CH:18][C:9]=1[C:10]([N:12]=[S:13]([CH2:16][CH3:17])[CH2:14][CH3:15])=[O:11].[Cl:24][C:25]1[C:26]([N:31]2[C:35]([C:36](Cl)=[O:37])=[CH:34][C:33]([C:39]([F:42])([F:41])[F:40])=[N:32]2)=[N:27][CH:28]=[CH:29][CH:30]=1. The product is [Cl:24][C:25]1[C:26]([N:31]2[C:35]([C:36]([NH:7][C:8]3[C:9]([C:10](=[O:11])[N:12]=[S:13]([CH2:14][CH3:15])[CH2:16][CH3:17])=[CH:18][C:19]([Cl:23])=[CH:20][C:21]=3[Cl:22])=[O:37])=[CH:34][C:33]([C:39]([F:42])([F:40])[F:41])=[N:32]2)=[N:27][CH:28]=[CH:29][CH:30]=1. The catalyst is C(#N)C. (5) The reactants are Br[C:2]1[CH:11]=[CH:10][CH:9]=[C:8]2[C:3]=1[CH:4]=[CH:5][N:6]=[CH:7]2.[O:12]=[C:13]1[NH:18][CH2:17][CH2:16][N:15]([C:19]([O:21][C:22]([CH3:25])([CH3:24])[CH3:23])=[O:20])[CH2:14]1.N1C2C(=CC=C3C=2N=CC=C3)C=CC=1.C([O-])([O-])=O.[K+].[K+]. The yield is 0.540. The product is [CH:7]1[C:8]2[C:3](=[C:2]([N:18]3[CH2:17][CH2:16][N:15]([C:19]([O:21][C:22]([CH3:24])([CH3:23])[CH3:25])=[O:20])[CH2:14][C:13]3=[O:12])[CH:11]=[CH:10][CH:9]=2)[CH:4]=[CH:5][N:6]=1. The catalyst is [Cu]I.CS(C)=O. (6) The reactants are [F:1][C:2]1[CH:7]=[CH:6][C:5]([C:8]2[N:9]=[C:10]3[CH:15]=[C:14]([CH:16]4[O:20][CH2:19][N:18]([CH3:21])[CH2:17]4)[CH:13]=[CH:12][N:11]3[C:22]=2[C:23]2[CH:28]=[CH:27][N:26]=[C:25]([S:29][CH3:30])[N:24]=2)=[CH:4][CH:3]=1.[BH4-].[Na+]. The catalyst is C(O)C. The product is [F:1][C:2]1[CH:3]=[CH:4][C:5]([C:8]2[N:9]=[C:10]3[CH:15]=[C:14]([CH:16]([OH:20])[CH2:17][N:18]([CH3:21])[CH3:19])[CH:13]=[CH:12][N:11]3[C:22]=2[C:23]2[CH:28]=[CH:27][N:26]=[C:25]([S:29][CH3:30])[N:24]=2)=[CH:6][CH:7]=1. The yield is 0.780. (7) The catalyst is C(Cl)Cl.CN(C1C=CN=CC=1)C. The reactants are [C:1]([OH:5])(=O)[CH2:2][CH3:3].CN(C(ON1N=NC2C=CC=NC1=2)=[N+](C)C)C.F[P-](F)(F)(F)(F)F.CN1CCOCC1.[Cl:37][C:38]1[CH:43]=[CH:42][CH:41]=[CH:40][C:39]=1[C:44]1[O:48][C:47]([C:49]2[CH:54]=[CH:53][N:52]=[C:51]([NH2:55])[CH:50]=2)=[N:46][C:45]=1[C:56]1[N:60](COCC[Si](C)(C)C)[CH:59]=[N:58][N:57]=1. The yield is 0.210. The product is [Cl:37][C:38]1[CH:43]=[CH:42][CH:41]=[CH:40][C:39]=1[C:44]1[O:48][C:47]([C:49]2[CH:54]=[CH:53][N:52]=[C:51]([NH:55][C:1](=[O:5])[CH2:2][CH3:3])[CH:50]=2)=[N:46][C:45]=1[C:56]1[NH:60][CH:59]=[N:58][N:57]=1. (8) The reactants are [CH2:1](Cl)[C:2]1[CH:7]=[CH:6][CH:5]=[CH:4][CH:3]=1.[Mg].[C:10]([P:14](Cl)[C:15]([CH3:18])([CH3:17])[CH3:16])([CH3:13])([CH3:12])[CH3:11].S(=O)(=O)(O)O. The catalyst is O1CCCC1.[Cu](Br)Br.C1(C)C=CC=CC=1. The product is [C:10]([P:14]([C:15]([CH3:18])([CH3:17])[CH3:16])[CH2:1][C:2]1[CH:7]=[CH:6][CH:5]=[CH:4][CH:3]=1)([CH3:13])([CH3:12])[CH3:11]. The yield is 0.883. (9) The reactants are [S:1]1[CH:5]=[CH:4][C:3]([CH:6]2[NH:10][N:9]=[CH:8][CH2:7]2)=[CH:2]1.[CH2:11]([N:13]=[C:14]=[S:15])[CH3:12]. The catalyst is C(O)C. The product is [CH2:11]([NH:13][C:14]([N:10]1[CH:6]([C:3]2[CH:4]=[CH:5][S:1][CH:2]=2)[CH2:7][CH:8]=[N:9]1)=[S:15])[CH3:12]. The yield is 0.260. (10) The reactants are O=[C:2]([C:20]1[CH:25]=[CH:24][CH:23]=[C:22]([O:26][C:27]([F:30])([F:29])[F:28])[CH:21]=1)[CH2:3][NH:4][C:5]([CH:7]1[CH2:12][CH2:11][N:10](C(OC(C)(C)C)=O)[CH2:9][CH2:8]1)=O.C([O-])(=O)C.[NH4+:35]. The catalyst is C(O)(=O)C. The product is [F:28][C:27]([F:30])([F:29])[O:26][C:22]1[CH:21]=[C:20]([C:2]2[N:35]=[C:5]([CH:7]3[CH2:12][CH2:11][NH:10][CH2:9][CH2:8]3)[NH:4][CH:3]=2)[CH:25]=[CH:24][CH:23]=1. The yield is 0.450.